Dataset: Forward reaction prediction with 1.9M reactions from USPTO patents (1976-2016). Task: Predict the product of the given reaction. (1) Given the reactants [CH3:1][O:2][C:3]1[CH:4]=[C:5]2[C:10](=[CH:11][C:12]=1[O:13][CH3:14])[N:9]=[CH:8][CH:7]=[C:6]2[O:15][C:16]1[CH:21]=[CH:20][C:19]([NH:22][C:23]([NH2:25])=[S:24])=[CH:18][CH:17]=1.C(N(CC)CC)C.Br[CH:34]([CH3:38])[C:35](=O)[CH3:36].O, predict the reaction product. The product is: [CH3:1][O:2][C:3]1[CH:4]=[C:5]2[C:10](=[CH:11][C:12]=1[O:13][CH3:14])[N:9]=[CH:8][CH:7]=[C:6]2[O:15][C:16]1[CH:21]=[CH:20][C:19]([NH:22][C:23]2[S:24][C:34]([CH3:38])=[C:35]([CH3:36])[N:25]=2)=[CH:18][CH:17]=1. (2) Given the reactants COC1C=CC(C[N:8]2[C:12]3=[N:13][CH:14]=[C:15]([C:17]([O:19]CC)=[O:18])[CH:16]=[C:11]3[CH:10]=[N:9]2)=CC=1, predict the reaction product. The product is: [NH:8]1[C:12]2=[N:13][CH:14]=[C:15]([C:17]([OH:19])=[O:18])[CH:16]=[C:11]2[CH:10]=[N:9]1. (3) The product is: [CH3:10][CH:9]([OH:8])[CH3:11].[Cl:1][C:2]1[CH:3]=[C:4]([C:12]2[O:16][N:15]=[C:14]([C:17]3[CH:18]=[CH:19][C:20]([NH:23][C@H:24]4[CH2:28][CH2:27][C@@H:26]([C:29]([OH:31])=[O:30])[CH2:25]4)=[CH:21][CH:22]=3)[N:13]=2)[CH:5]=[N:6][C:7]=1[O:8][CH:9]([CH3:10])[CH3:11]. Given the reactants [Cl:1][C:2]1[CH:3]=[C:4]([C:12]2[O:16][N:15]=[C:14]([C:17]3[CH:22]=[CH:21][C:20]([NH:23][C@H:24]4[CH2:28][CH2:27][C@@H:26]([C:29]([OH:31])=[O:30])[CH2:25]4)=[CH:19][CH:18]=3)[N:13]=2)[CH:5]=[N:6][C:7]=1[O:8][CH:9]([CH3:11])[CH3:10], predict the reaction product. (4) Given the reactants [F:1][C:2]([F:24])([F:23])[CH2:3][O:4][CH2:5][C:6]1[N:7]=[C:8]([C:13]2[CH:18]=[CH:17][C:16]([C:19]([F:22])([F:21])[F:20])=[CH:15][CH:14]=2)[O:9][C:10]=1[CH2:11]O.C(N(CC)CC)C.CS([Cl:36])(=O)=O, predict the reaction product. The product is: [Cl:36][CH2:11][C:10]1[O:9][C:8]([C:13]2[CH:18]=[CH:17][C:16]([C:19]([F:22])([F:21])[F:20])=[CH:15][CH:14]=2)=[N:7][C:6]=1[CH2:5][O:4][CH2:3][C:2]([F:24])([F:23])[F:1]. (5) Given the reactants [OH:1][N:2]=[C:3]([NH2:10])[C:4]1[CH:9]=[CH:8][CH:7]=[N:6][CH:5]=1.[Br:11][C:12]1[CH:13]=[N:14][CH:15]=[C:16]([CH:20]=1)[C:17](Cl)=O.N, predict the reaction product. The product is: [Br:11][C:12]1[CH:20]=[C:16]([C:17]2[O:1][N:2]=[C:3]([C:4]3[CH:5]=[N:6][CH:7]=[CH:8][CH:9]=3)[N:10]=2)[CH:15]=[N:14][CH:13]=1. (6) Given the reactants [NH:1]([C:3]([N:5]1[CH2:10][CH2:9][N:8]([CH2:11][C:12]([O:14][CH3:15])=[O:13])[CH2:7][CH2:6]1)=[S:4])[NH2:2].[Cl:16][C:17]1[CH:18]=[C:19]([C:24]2[S:25][CH:26]=[C:27]([C:30]([CH3:32])=O)[C:28]=2[OH:29])[CH:20]=[CH:21][C:22]=1[Cl:23].CN(C)C=O.Cl, predict the reaction product. The product is: [Cl:16][C:17]1[CH:18]=[C:19]([C:24]2[S:25][CH:26]=[C:27]([C:30](=[N:2][NH:1][C:3]([N:5]3[CH2:6][CH2:7][N:8]([CH2:11][C:12]([O:14][CH3:15])=[O:13])[CH2:9][CH2:10]3)=[S:4])[CH3:32])[C:28]=2[OH:29])[CH:20]=[CH:21][C:22]=1[Cl:23].